Dataset: Full USPTO retrosynthesis dataset with 1.9M reactions from patents (1976-2016). Task: Predict the reactants needed to synthesize the given product. (1) Given the product [Cl:1][C:2]1[N:7]=[N:6][CH:5]=[C:4]([C:8]([N:34]2[CH2:35][CH2:36][CH2:37][CH:32]([C:29]3[CH:30]=[CH:31][C:26]([Cl:25])=[CH:27][C:28]=3[CH3:38])[CH2:33]2)=[O:10])[CH:3]=1, predict the reactants needed to synthesize it. The reactants are: [Cl:1][C:2]1[N:7]=[N:6][CH:5]=[C:4]([C:8]([OH:10])=O)[CH:3]=1.CCCP(=O)=O.C(N(CC)CC)C.Cl.[Cl:25][C:26]1[CH:31]=[CH:30][C:29]([CH:32]2[CH2:37][CH2:36][CH2:35][NH:34][CH2:33]2)=[C:28]([CH3:38])[CH:27]=1. (2) Given the product [Cl:1][C:2]1[CH:7]=[C:6]([F:8])[C:5]([N:9]2[C:14](=[O:15])[CH:13]=[C:12]([C:16]([F:19])([F:17])[F:18])[N:11]([CH3:20])[C:10]2=[O:21])=[CH:4][C:3]=1[N:22]=[C:23]1[N:27]([CH2:28][C:29]([O:31][CH2:32][CH3:33])=[O:30])[C:26](=[O:34])[C:25](=[C:36]([CH3:38])[CH3:35])[S:24]1, predict the reactants needed to synthesize it. The reactants are: [Cl:1][C:2]1[CH:7]=[C:6]([F:8])[C:5]([N:9]2[C:14](=[O:15])[CH:13]=[C:12]([C:16]([F:19])([F:18])[F:17])[N:11]([CH3:20])[C:10]2=[O:21])=[CH:4][C:3]=1[N:22]=[C:23]1[N:27]([CH2:28][C:29]([O:31][CH2:32][CH3:33])=[O:30])[C:26](=[O:34])[CH2:25][S:24]1.[CH3:35][C:36]([CH3:38])=O.N1CCCCC1.C(O)(=O)C. (3) Given the product [CH:1]1([N:5]2[CH2:11][CH2:10][C:9]3[S:12][C:13]([CH:15]4[CH2:20][CH2:19][N:18]([C:21]5[CH:26]=[CH:25][C:24]([C:27]([N:29]([CH3:33])[CH3:30])=[O:28])=[N:23][CH:22]=5)[CH2:17][CH2:16]4)=[N:14][C:8]=3[CH2:7][CH2:6]2)[CH2:2][CH2:3][CH2:4]1, predict the reactants needed to synthesize it. The reactants are: [CH:1]1([N:5]2[CH2:11][CH2:10][C:9]3[S:12][C:13]([CH:15]4[CH2:20][CH2:19][N:18]([C:21]5[CH:22]=[N:23][C:24]([C:27]([N:29]6[CH:33]=CN=[CH:30]6)=[O:28])=[CH:25][CH:26]=5)[CH2:17][CH2:16]4)=[N:14][C:8]=3[CH2:7][CH2:6]2)[CH2:4][CH2:3][CH2:2]1.CNC. (4) Given the product [CH2:44]([O:46][C:47](=[O:58])[C:48]1[CH:53]=[CH:52][CH:51]=[CH:50][CH:49]=1)[CH3:45], predict the reactants needed to synthesize it. The reactants are: C(N1C2C(=CC(Cl)=CC=2)C=C1CCN1C(=O)C2C(=CC=CC=2)C1=O)(C1C=CC=CC=1)C1C=CC=CC=1.C([SiH](CC)CC)C.[CH2:44]([O:46][C:47](=[O:58])[C:48]1[CH:53]=[CH:52][C:51](CCC=O)=[CH:50][CH:49]=1)[CH3:45].ClCC(O)=O.C([O-])(O)=O.[Na+]. (5) Given the product [CH2:22]([O:29][CH2:30][CH2:31][O:1][C:2]1[CH:3]=[C:4]([CH2:8][CH2:9][CH2:10][N:11]2[C:19](=[O:20])[C:18]3[C:13](=[CH:14][CH:15]=[CH:16][CH:17]=3)[C:12]2=[O:21])[CH:5]=[CH:6][CH:7]=1)[C:23]1[CH:28]=[CH:27][CH:26]=[CH:25][CH:24]=1, predict the reactants needed to synthesize it. The reactants are: [OH:1][C:2]1[CH:3]=[C:4]([CH2:8][CH2:9][CH2:10][N:11]2[C:19](=[O:20])[C:18]3[C:13](=[CH:14][CH:15]=[CH:16][CH:17]=3)[C:12]2=[O:21])[CH:5]=[CH:6][CH:7]=1.[CH2:22]([O:29][CH2:30][CH2:31]OS(C)(=O)=O)[C:23]1[CH:28]=[CH:27][CH:26]=[CH:25][CH:24]=1. (6) Given the product [Cl:1][C:2]1[CH:3]=[C:4]([NH:9][C:10]2[C:11]3[C:18]4[CH2:19][N:20]([C:28](=[O:29])/[CH:27]=[CH:26]/[CH2:25][N:24]([CH3:31])[CH3:23])[CH2:21][C:17]=4[S:16][C:12]=3[N:13]=[CH:14][N:15]=2)[CH:5]=[CH:6][C:7]=1[F:8], predict the reactants needed to synthesize it. The reactants are: [Cl:1][C:2]1[CH:3]=[C:4]([NH:9][C:10]2[C:11]3[C:18]4[CH2:19][NH:20][CH2:21][C:17]=4[S:16][C:12]=3[N:13]=[CH:14][N:15]=2)[CH:5]=[CH:6][C:7]=1[F:8].Cl.[CH3:23][N:24]([CH3:31])[CH2:25]/[CH:26]=[CH:27]/[C:28](O)=[O:29]. (7) Given the product [NH2:10][C:7]1[CH:8]=[CH:9][C:4]([C:3]([O:2][CH3:1])=[O:14])=[C:5]([NH:13][C:21]([C:20]2[S:19][C:18]3[CH:24]=[CH:25][CH:26]=[CH:27][C:17]=3[C:16]=2[Cl:15])=[O:22])[CH:6]=1, predict the reactants needed to synthesize it. The reactants are: [CH3:1][O:2][C:3](=[O:14])[C:4]1[CH:9]=[CH:8][C:7]([N+:10]([O-])=O)=[CH:6][C:5]=1[NH2:13].[Cl:15][C:16]1[C:17]2[CH:27]=[CH:26][CH:25]=[CH:24][C:18]=2[S:19][C:20]=1[C:21](Cl)=[O:22].N1C=CC=CC=1.C1COCC1.